This data is from Full USPTO retrosynthesis dataset with 1.9M reactions from patents (1976-2016). The task is: Predict the reactants needed to synthesize the given product. (1) The reactants are: Cl.[CH3:2][C:3]1[S:12][C:11]2[NH:10][C:9]3[CH:13]=[CH:14][CH:15]=[CH:16][C:8]=3[N:7]=[C:6]([NH2:17])[C:5]=2[CH:4]=1.[F:18][C:19]([F:35])([F:34])[C:20]1[CH:25]=[CH:24][CH:23]=[CH:22][C:21]=1[CH2:26][CH2:27][C@H:28]1[CH2:33]N[CH2:31][CH2:30][NH:29]1.C(N(CC)C(C)C)(C)C.CS(C)=O. Given the product [F:18][C:19]([F:34])([F:35])[C:20]1[CH:25]=[CH:24][CH:23]=[CH:22][C:21]=1[CH2:26][CH2:27][C@@H:28]1[NH:29][CH2:30][CH2:31][N:17]([C:6]2[C:5]3[CH:4]=[C:3]([CH3:2])[S:12][C:11]=3[NH:10][C:9]3[CH:13]=[CH:14][CH:15]=[CH:16][C:8]=3[N:7]=2)[CH2:33]1, predict the reactants needed to synthesize it. (2) Given the product [BH3:1].[N:13]1[CH:14]=[CH:15][CH:16]=[CH:17][C:12]=1[CH3:9].[BH3:1].[CH2:9]([C:12]1[CH:17]=[CH:16][CH:15]=[CH:14][N:13]=1)[CH3:10].[BH3:1].[N:13]1[C:12]([CH3:17])=[CH:9][CH:10]=[CH:11][C:41]=1[CH3:42].[BH3:1].[N:2]1[C:23]([CH3:22])=[CH:24][C:19]([CH3:18])=[CH:20][C:41]=1[CH3:42], predict the reactants needed to synthesize it. The reactants are: [BH3:1].[N:2]1C=CC=CC=1.B.[CH2:9]([C:12]1[CH:17]=[CH:16][CH:15]=[CH:14][N:13]=1)[CH2:10][CH3:11].[CH3:18][C:19]1[CH:20]=N[CH:22]=[CH:23][CH:24]=1.C(C1C=NC=CC=1)C.C(C1C=CN=CC=1)C.[C:41](O)(=O)[CH3:42]. (3) Given the product [Br:1][C:2]1[CH:7]=[CH:6][CH:5]=[CH:4][C:3]=1[NH:8][C:9]([NH:11][C:12]1[CH:17]=[CH:16][C:15]([Cl:18])=[C:14]([S:19]([N:22]([CH2:23][CH2:24][OH:25])[CH2:27][CH2:28][OH:29])(=[O:21])=[O:20])[C:13]=1[OH:31])=[O:10], predict the reactants needed to synthesize it. The reactants are: [Br:1][C:2]1[CH:7]=[CH:6][CH:5]=[CH:4][C:3]=1[NH:8][C:9]([NH:11][C:12]1[CH:17]=[CH:16][C:15]([Cl:18])=[C:14]([S:19]([N:22]([CH2:27][CH2:28][O:29]C)[CH2:23][CH2:24][O:25]C)(=[O:21])=[O:20])[C:13]=1[OH:31])=[O:10].[Br-].[Al+3].[Br-].[Br-]. (4) Given the product [C:22]([O:14][CH:11]1[CH2:12][CH2:13][N:8]([C:6]([O:5][C:1]([CH3:4])([CH3:2])[CH3:3])=[O:7])[CH2:9][CH2:10]1)(=[O:26])[C:23]([CH3:25])=[CH2:24], predict the reactants needed to synthesize it. The reactants are: [C:1]([O:5][C:6]([N:8]1[CH2:13][CH2:12][CH:11]([OH:14])[CH2:10][CH2:9]1)=[O:7])([CH3:4])([CH3:3])[CH3:2].C(N(CC)CC)C.[C:22](O[C:22](=[O:26])[C:23]([CH3:25])=[CH2:24])(=[O:26])[C:23]([CH3:25])=[CH2:24].O. (5) Given the product [Cl:11][C:7]1[CH:8]=[CH:9][CH:10]=[C:2]2[C:3]=1[C:4](=[O:6])[N:22]([CH:23]1[CH2:28][CH2:27][C:26](=[O:29])[NH:25][C:24]1=[O:30])[C:15]([CH3:16])=[N:1]2, predict the reactants needed to synthesize it. The reactants are: [NH2:1][C:2]1[CH:10]=[CH:9][CH:8]=[C:7]([Cl:11])[C:3]=1[C:4]([OH:6])=O.N1[CH:16]=[CH:15]N=C1.C(Cl)(=O)C.Cl.[NH2:22][CH:23]1[CH2:28][CH2:27][C:26](=[O:29])[NH:25][C:24]1=[O:30].P(OC1C=CC=CC=1)(OC1C=CC=CC=1)OC1C=CC=CC=1. (6) Given the product [Cl:1][C:2]1[C:7]([Cl:8])=[CH:6][C:5]2[NH:9][C:21]([NH:20][C:17]3[CH:18]=[CH:19][C:14]([O:13][C:12]([F:11])([F:23])[F:24])=[CH:15][CH:16]=3)=[N:10][C:4]=2[CH:3]=1, predict the reactants needed to synthesize it. The reactants are: [Cl:1][C:2]1[C:7]([Cl:8])=[CH:6][C:5]([NH2:9])=[C:4]([NH2:10])[CH:3]=1.[F:11][C:12]([F:24])([F:23])[O:13][C:14]1[CH:19]=[CH:18][C:17]([N:20]=[C:21]=S)=[CH:16][CH:15]=1.CI.CCN(C(C)C)C(C)C. (7) The reactants are: [C:1]([O:5][C:6]([N:8]([CH2:13][C:14]1[CH:19]=[CH:18][C:17]([O:20][CH3:21])=[C:16]([O:22][CH3:23])[CH:15]=1)[CH2:9][C:10]([OH:12])=[O:11])=[O:7])([CH3:4])([CH3:3])[CH3:2].[Cl:24][C:25]1[CH:26]=[N+:27]([O-:50])[CH:28]=[C:29]([Cl:49])[C:30]=1[CH2:31][C@@H:32]([C:34]1[CH:39]=[CH:38][C:37]([O:40][CH:41]([F:43])[F:42])=[C:36]([O:44][CH2:45][CH:46]2[CH2:48][CH2:47]2)[CH:35]=1)O.C(Cl)CCl. Given the product [C:1]([O:5][C:6]([N:8]([CH2:13][C:14]1[CH:19]=[CH:18][C:17]([O:20][CH3:21])=[C:16]([O:22][CH3:23])[CH:15]=1)[CH2:9][C:10]([O:12][C@H:32]([C:34]1[CH:39]=[CH:38][C:37]([O:40][CH:41]([F:42])[F:43])=[C:36]([O:44][CH2:45][CH:46]2[CH2:47][CH2:48]2)[CH:35]=1)[CH2:31][C:30]1[C:29]([Cl:49])=[CH:28][N+:27]([O-:50])=[CH:26][C:25]=1[Cl:24])=[O:11])=[O:7])([CH3:4])([CH3:3])[CH3:2], predict the reactants needed to synthesize it.